Dataset: Experimentally validated miRNA-target interactions with 360,000+ pairs, plus equal number of negative samples. Task: Binary Classification. Given a miRNA mature sequence and a target amino acid sequence, predict their likelihood of interaction. (1) The miRNA is mmu-miR-511-3p with sequence AAUGUGUAGCAAAAGACAGGAU. The protein sequence of the target gene is MDADEGQDMSQVSGKESPPVSDTPDEGDEPMPIPEDLSTTSGGQQSSKSDRVVASNVKVETQSDEENGRACEMNGEECAEDLRMLDASGEKMNGSHRDQGSSALSGVGGIRLPNGKLKCDICGIICIGPNVLMVHKRSHTGERPFQCNQCGASFTQKGNLLRHIKLHSGEKPFKCHLCNYACRRRDALTGHLRTHSVGKPHKCGYCGRSYKQRSSLEEHKERCHNYLESMGLPGTLYPVIKEETNHSEMAEDLCKIGSERSLVLDRLASNVAKRKSSMPQKFLGDKGLSDTPYDSSASYE.... Result: 0 (no interaction). (2) The miRNA is hsa-miR-320e with sequence AAAGCUGGGUUGAGAAGG. The protein sequence of the target gene is MDSGRDFLTLHGLQDDEDLQALLKGSQLLKVKSSSWRRERFYKLQEDCKTIWQESRKVMRTPESQLFSIEDIQEVRMGHRTEGLEKFARDVPEDRCFSIVFKDQRNTLDLIAPSPADAQHWVLGLHKIIHHSGSMDQRQKLQHWIHSCLRKADKNKDNKMSFKELQNFLKELNIQVDDSYARKIFRECDHSQTDSLEDEEIEAFYKMLTQRVEIDRTFAEAAGSGETLSVDQLVTFLQHQQREEAAGPALALSLIERYEPSETAKAQRQMTKDGFLMYLLSADGSAFSLAHRRVYQDMGQ.... Result: 0 (no interaction). (3) The miRNA is hsa-miR-6867-3p with sequence CUCUCCCUCUUUACCCACUAG. The protein sequence of the target gene is MAAASSSDSDACGAESNEANSKWLDAHYDPMANIHTFSACLALADLHGDGEYKLVVGDLGPGGQQPRLKVLKGPLVMTESPLPALPAAAATFLMEQHEPRTPALALASGPCVYVYKNLRPYFKFSLPQLPPNPLEQDLWNQAKEDRIDPLTLKEMLESIRETAEEPLSIQSLRFLQLELSEMEAFVNQHKSNSIKRQTVITTMTTLKKNLADEDAVSCLVLGTENKELLVLDPEAFTILAKMSLPSVPVFLEVSGQFDVEFRLAAACRNGNIYILRRDSKHPKYCIELSAQPVGLIRVHK.... Result: 0 (no interaction). (4) The miRNA is hsa-miR-4712-5p with sequence UCCAGUACAGGUCUCUCAUUUC. The protein sequence of the target gene is MKRHEMVVAKHSALCSRFAQDLWLEQNIKDSFQKVTLSRYGKYGHKNLQLRKGCKSVDECKGHQGGFNGLNQCLKITTSKIFQCNKYVKVMHKFSNSNRHKIRHTENKHFRCKECDKSLCMLSRLTQHKKIHTRENFYKCEECGKTFNWSTNLSKPKKIHTGEKPYKCEVCGKAFHQSSILTKHKIIRTGEKPYKCAHCGKAFKQSSHLTRHKIIHTEEKPYKCEQCGKVFKQSPTLTKHQIIYTGEEPYKCEECGKAFNLS. Result: 1 (interaction). (5) The miRNA is hsa-miR-6796-5p with sequence UUGUGGGGUUGGAGAGCUGGCUG. The protein sequence of the target gene is MIEVVCNDRLGKKVRVKCNTDDTIGDLKKLIAAQTGTRWNKIVLKKWYTIFKDHVSLGDYEIHDGMNLELYYQ. Result: 1 (interaction). (6) The miRNA is hsa-miR-126-3p with sequence UCGUACCGUGAGUAAUAAUGCG. The protein sequence of the target gene is MQRAAVLVRRGSCPRASGPWGRSHSSAAAEASAALKVRPERSPRDRILTLESMNPQVKAVEYAVRGPIVLKAGEIEMELQRGIKKPFTEVIRANIGDAHAMGQQPITFLRQVMALCTYPNLLNSPSFPEDAKKRARRILQACGGNSLGSYSASQGVNCIREDVAAFITRRDGVPADPDNIYLTTGASDGISTILKLLVSGGGKSRTGVMIPIPQYPLYSAVISELDAVQVNYYLDEENCWALNVDELRRALRQAKDHCDPKVLCIINPGNPTGQVQSRKCIEDVIHFAWEEKLFLLADEV.... Result: 0 (no interaction). (7) The miRNA is hsa-miR-4441 with sequence ACAGGGAGGAGAUUGUA. The protein sequence of the target gene is MAALKEDRSYGLSCGRVSDGSKVSVFHVKLTDSALRAFESYRARQDSVSLRPSIRFQGSQGHISIPQPDCPAEARTFSFYLSNIGRDNPQGSFDCIQQYVSSHGEVHLDCLGSIQDKITVCATDDSYQKARQSMAQAEEETRSRSAIVIKAGGRYLGKKVQFRKPAPGATDAVPSRKRATPINLASAIRKSGASAVSGGSGVSQRPFRDRVLHLLALRPYRKAELLLRLQKDGLTQADKDALDGLLQQVANMSAKDGTCTLQDCMYKDVQKDWPGYSEGDQQLLKRVLVRKLCQPQSTGS.... Result: 1 (interaction). (8) The miRNA is hsa-miR-942-5p with sequence UCUUCUCUGUUUUGGCCAUGUG. The protein sequence of the target gene is MIPPQEASARRREIEDKLKQEEETLSFIRDSLEKSDQLTKNMVSILSSFESRLMKLENSIIPVHKQTENLQRLQENVEKTLSCLDHVISYYHVASDTEKIIREGPTGRLEEYLGSMAKIQKAVEYFQDNSPDSPELNKVKLLFERGKEALESEFRSLMTRHSKVVSPVLILDLISGDDDLEAQEDVTLEHLPESVLQDVIRISRWLVEYGRNQDFMNVYYQIRSSQLDRSIKGLKEHFHKSSSSSGVPYSPAIPNKRKDTPTKKPVKRPGTIRKAQNLLKQYSQHGLDGKKGGSNLIPLE.... Result: 1 (interaction). (9) The miRNA is mmu-miR-1905 with sequence CACCAGUCCCACCACGCGGUAG. The protein sequence of the target gene is MDTESTYSGYSYYSSHSKKSHRQGERTRERHKSPRNKDGRGSEKSVTIQPPTGEPLLGNDSTRTEEVQDDNWGETTTAITGTSEHSISQEDIARISKDMEDSVGLDCKRYLGLTVASFLGLLVFLTPIAFILLPPILWRDELEPCGTICEGLFISMAFKLLILLIGTWALFFRKRRADMPRVFVFRALLLVLIFLFVVSYWLFYGVRILDSRDRNYQGIVQYAVSLVDALLFIHYLAIVLLELRQLQPMFTLQVVRSTDGESRFYSLGHLSIQRAALVVLENYYKDFTIYNPNLLTASKF.... Result: 0 (no interaction).